Dataset: Catalyst prediction with 721,799 reactions and 888 catalyst types from USPTO. Task: Predict which catalyst facilitates the given reaction. (1) Reactant: Cl.C[O:3][C:4]([C@@H:6]1[CH2:10][C@H:9]([OH:11])[CH2:8][NH:7]1)=O.[NH3:12]. Product: [OH:11][C@@H:9]1[CH2:8][NH:7][C@H:6]([C:4]([NH2:12])=[O:3])[CH2:10]1. The catalyst class is: 5. (2) Reactant: [NH2:1][C:2]([NH:4][N:5]=[C:6]([C:9]1[CH:14]=[CH:13][CH:12]=[CH:11][CH:10]=1)[CH:7]=O)=[O:3]. Product: [C:9]1([C:6]2[CH:7]=[N:1][C:2](=[O:3])[NH:4][N:5]=2)[CH:14]=[CH:13][CH:12]=[CH:11][CH:10]=1. The catalyst class is: 15. (3) Reactant: [F:1][C:2]1[CH:7]=[C:6]([CH3:8])[CH:5]=[C:4]([NH2:9])[C:3]=1[OH:10].[CH3:11][C:12]1([N:18]2[CH2:23][CH2:22][C:21](=O)[CH2:20][CH2:19]2)[CH2:17][CH2:16][O:15][CH2:14][CH2:13]1.C([BH3-])#N.C(O)(=O)C. Product: [F:1][C:2]1[CH:7]=[C:6]([CH3:8])[CH:5]=[C:4]([NH:9][CH:21]2[CH2:22][CH2:23][N:18]([C:12]3([CH3:11])[CH2:17][CH2:16][O:15][CH2:14][CH2:13]3)[CH2:19][CH2:20]2)[C:3]=1[OH:10]. The catalyst class is: 2. (4) Reactant: [CH3:1][C:2]1[C:3]([NH2:23])=[N:4][C:5]([NH:8][C:9]2[CH:14]=[CH:13][C:12]([O:15][CH2:16][CH2:17][N:18]3[CH2:22][CH2:21][CH2:20][CH2:19]3)=[CH:11][CH:10]=2)=[N:6][CH:7]=1.Br[C:25]1[CH:33]=[CH:32][C:31]([F:34])=[C:30]2[C:26]=1[CH:27]=[CH:28][NH:29]2.CC1(C)C2C(=C(P(C3C=CC=CC=3)C3C=CC=CC=3)C=CC=2)OC2C(P(C3C=CC=CC=3)C3C=CC=CC=3)=CC=CC1=2.C(=O)([O-])[O-].[Cs+].[Cs+]. Product: [N:18]1([CH2:17][CH2:16][O:15][C:12]2[CH:11]=[CH:10][C:9]([NH:8][C:5]3[N:4]=[C:3]([NH:23][C:25]4[CH:33]=[CH:32][C:31]([F:34])=[C:30]5[C:26]=4[CH:27]=[CH:28][NH:29]5)[C:2]([CH3:1])=[CH:7][N:6]=3)=[CH:14][CH:13]=2)[CH2:22][CH2:21][CH2:20][CH2:19]1. The catalyst class is: 62. (5) Reactant: C[O-].[Na+].[C:4]([O:12]C)(=O)[C:5]1[CH:10]=[CH:9][N:8]=[CH:7][CH:6]=1.[CH3:14][C:15]([CH3:17])=[O:16]. Product: [N:8]1[CH:7]=[CH:6][C:5]([C:4](=[O:12])[CH2:14][C:15](=[O:16])[CH3:17])=[CH:10][CH:9]=1. The catalyst class is: 28. (6) Reactant: [C:1]1([C:7]2[N:8]=[C:9]([C:12]3[C:16]([C:17]([O:19][CH2:20][CH3:21])=[O:18])=[CH:15][NH:14][N:13]=3)[S:10][CH:11]=2)[CH:6]=[CH:5][CH:4]=[CH:3][CH:2]=1.[H-].[Na+].Cl[CH2:25][O:26][CH2:27][CH2:28][Si:29]([CH3:32])([CH3:31])[CH3:30]. Product: [C:1]1([C:7]2[N:8]=[C:9]([C:12]3[C:16]([C:17]([O:19][CH2:20][CH3:21])=[O:18])=[CH:15][N:14]([CH2:25][O:26][CH2:27][CH2:28][Si:29]([CH3:32])([CH3:31])[CH3:30])[N:13]=3)[S:10][CH:11]=2)[CH:2]=[CH:3][CH:4]=[CH:5][CH:6]=1. The catalyst class is: 1. (7) Reactant: P(Br)(Br)Br.[CH3:5][C:6]([O:12][CH2:13][CH2:14][CH2:15][CH2:16][CH2:17][CH2:18][C:19]1[N:20]=[C:21]([C:25]2[CH:30]=[CH:29][C:28]([CH3:31])=[CH:27][CH:26]=2)[O:22][C:23]=1[CH3:24])([CH3:11])[C:7]([NH:9]O)=O.C(=O)([O-])O.[Na+]. Product: [CH3:11][C:6]([O:12][CH2:13][CH2:14][CH2:15][CH2:16][CH2:17][CH2:18][C:19]1[N:20]=[C:21]([C:25]2[CH:30]=[CH:29][C:28]([CH3:31])=[CH:27][CH:26]=2)[O:22][C:23]=1[CH3:24])([CH3:5])[C:7]#[N:9]. The catalyst class is: 48. (8) Reactant: [C:1](#[N:3])[CH3:2].C(O[C:7]([C:9]1[N:10]([S:18]([C:21]2[CH:26]=[CH:25][CH:24]=[CH:23][CH:22]=2)(=[O:20])=[O:19])[C:11]2[C:16]([CH:17]=1)=[CH:15][CH:14]=[CH:13][CH:12]=2)=[O:8])C.C[Si]([N-][Si](C)(C)C)(C)C.[Li+].[Cl-].[NH4+]. Product: [C:21]1([S:18]([N:10]2[C:11]3[C:16](=[CH:15][CH:14]=[CH:13][CH:12]=3)[CH:17]=[C:9]2[C:7](=[O:8])[CH2:2][C:1]#[N:3])(=[O:19])=[O:20])[CH:26]=[CH:25][CH:24]=[CH:23][CH:22]=1. The catalyst class is: 132.